The task is: Predict the product of the given reaction.. This data is from Forward reaction prediction with 1.9M reactions from USPTO patents (1976-2016). (1) Given the reactants Cl[C:2]1[N:7]=[C:6]([C:8]2[S:12][C:11]([NH:13][CH2:14][CH3:15])=[N:10][C:9]=2[C:16]2[CH:21]=[C:20]([O:22][CH3:23])[CH:19]=[C:18]([CH3:24])[CH:17]=2)[CH:5]=[CH:4][N:3]=1.[C:25]([N:28]1[CH2:33][CH2:32][N:31]([C:34]2[N:39]=[CH:38][C:37]([NH2:40])=[CH:36][CH:35]=2)[CH2:30][CH2:29]1)(=[O:27])[CH3:26].CC(O)C.Cl, predict the reaction product. The product is: [C:25]([N:28]1[CH2:29][CH2:30][N:31]([C:34]2[N:39]=[CH:38][C:37]([NH:40][C:2]3[N:7]=[C:6]([C:8]4[S:12][C:11]([NH:13][CH2:14][CH3:15])=[N:10][C:9]=4[C:16]4[CH:21]=[C:20]([O:22][CH3:23])[CH:19]=[C:18]([CH3:24])[CH:17]=4)[CH:5]=[CH:4][N:3]=3)=[CH:36][CH:35]=2)[CH2:32][CH2:33]1)(=[O:27])[CH3:26]. (2) Given the reactants [Cl:1][C:2]1[CH:3]=[C:4]([C:9]2([C:28]([F:31])([F:30])[F:29])[S:13][N:12]=[C:11]([C:14]3[CH:26]=[CH:25][C:17]([C:18]([O:20][C:21]([CH3:24])([CH3:23])[CH3:22])=[O:19])=[C:16]([CH3:27])[CH:15]=3)[CH2:10]2)[CH:5]=[C:6]([Cl:8])[CH:7]=1.[Li+].C[Si]([N-][Si](C)(C)C)(C)C.C1C=CC(S(N(S(C2C=CC=CC=2)(=O)=O)[F:52])(=O)=O)=CC=1, predict the reaction product. The product is: [Cl:1][C:2]1[CH:3]=[C:4]([C:9]2([C:28]([F:29])([F:31])[F:30])[S:13][N:12]=[C:11]([C:14]3[CH:26]=[CH:25][C:17]([C:18]([O:20][C:21]([CH3:24])([CH3:23])[CH3:22])=[O:19])=[C:16]([CH3:27])[CH:15]=3)[CH:10]2[F:52])[CH:5]=[C:6]([Cl:8])[CH:7]=1. (3) The product is: [Cl:1][C:2]1[CH:7]=[C:6]([C:13]2[CH:14]=[CH:15][C:10]([F:9])=[CH:11][C:12]=2[O:19][CH3:20])[N:5]=[CH:4][N:3]=1. Given the reactants [Cl:1][C:2]1[CH:7]=[C:6](Cl)[N:5]=[CH:4][N:3]=1.[F:9][C:10]1[CH:15]=[CH:14][C:13](B(O)O)=[C:12]([O:19][CH3:20])[CH:11]=1.C(=O)([O-])[O-].[K+].[K+].COCCOC, predict the reaction product. (4) Given the reactants Cl[C:2]1[C:11]2[C:6](=[C:7]([N+:12]([O-])=O)[CH:8]=[CH:9][CH:10]=2)[N:5]=[CH:4][CH:3]=1, predict the reaction product. The product is: [N:5]1[C:6]2[C:11](=[CH:10][CH:9]=[CH:8][C:7]=2[NH2:12])[CH:2]=[CH:3][CH:4]=1. (5) Given the reactants [C:1]([O:5][C:6]([N:8]1[CH2:12][C:11](=O)[C:10](=[CH:14]N(C)C)[CH2:9]1)=[O:7])([CH3:4])([CH3:3])[CH3:2].[CH3:18][N:19]1[CH2:24][CH2:23][N:22]([C:25](=[NH:27])[NH2:26])[CH2:21][CH2:20]1.C[O-].[Na+], predict the reaction product. The product is: [C:1]([O:5][C:6]([N:8]1[CH2:9][C:10]2[CH:14]=[N:26][C:25]([N:22]3[CH2:23][CH2:24][N:19]([CH3:18])[CH2:20][CH2:21]3)=[N:27][C:11]=2[CH2:12]1)=[O:7])([CH3:4])([CH3:2])[CH3:3]. (6) Given the reactants [C:1]([N:18](C)[CH:19]([CH:23]([CH3:25])[CH3:24])[C:20]([OH:22])=[O:21])(OCC1C2C(=CC=CC=2)C2C1=CC=CC=2)=[O:2].Br[CH2:28]C(OC)=O.[Cl:33][C:34]1[CH:40]=[CH:39][C:37]([NH2:38])=[CH:36][CH:35]=1.[CH2:41]([O:43][C:44]1[CH:49]=[CH:48][C:47]([S:50](Cl)(=[O:52])=[O:51])=[CH:46][CH:45]=1)[CH3:42], predict the reaction product. The product is: [Cl:33][C:34]1[CH:40]=[CH:39][C:37]([N:38]([CH2:28][C:1]([NH:18][C@H:19]([C:20]([OH:22])=[O:21])[CH:23]([CH3:25])[CH3:24])=[O:2])[S:50]([C:47]2[CH:48]=[CH:49][C:44]([O:43][CH2:41][CH3:42])=[CH:45][CH:46]=2)(=[O:52])=[O:51])=[CH:36][CH:35]=1. (7) Given the reactants [NH:1]1[CH2:6][CH2:5][NH:4][CH2:3][CH2:2]1.F[C:8]1[CH:13]=[CH:12][C:11]([S:14]([N:17]2[CH2:21][CH2:20][CH2:19][CH2:18]2)(=[O:16])=[O:15])=[CH:10][CH:9]=1, predict the reaction product. The product is: [N:17]1([S:14]([C:11]2[CH:12]=[CH:13][C:8]([N:1]3[CH2:6][CH2:5][NH:4][CH2:3][CH2:2]3)=[CH:9][CH:10]=2)(=[O:15])=[O:16])[CH2:18][CH2:19][CH2:20][CH2:21]1.